Predict the reaction yield, written as a fraction of the theoretical maximum amount of product (1.0 means a 100% yield; for example, 0.34 means a 34% yield). From a dataset of Reaction yield outcomes from USPTO patents with 853,638 reactions. The reactants are Cl[C:2]1[CH:7]=[C:6](I)[C:5]([Cl:9])=[CH:4][N:3]=1.[NH2:10][C:11]1[C:18]([F:19])=[CH:17][CH:16]=[CH:15][C:12]=1[C:13]#[N:14].[O-]P(OP(OP([O-])([O-])=O)([O-])=O)(=O)[O-].[K+].[K+].[K+].[K+].[K+].C1C=CC(P(C2C(OC3C(P(C4C=CC=CC=4)C4C=CC=CC=4)=CC=CC=3)=CC=CC=2)C2C=CC=CC=2)=CC=1.[CH3:77][C:78]1[CH:82]=[C:81]([NH2:83])[N:80]([CH:84]([CH3:86])[CH3:85])[N:79]=1.C(=O)([O-])[O-].[Cs+].[Cs+]. The catalyst is O1CCOCC1.C([O-])(=O)C.[Pd+2].C([O-])(=O)C. The product is [Cl:9][C:5]1[C:6]([NH:10][C:11]2[C:18]([F:19])=[CH:17][CH:16]=[CH:15][C:12]=2[C:13]#[N:14])=[CH:7][C:2]([NH:83][C:81]2[N:80]([CH:84]([CH3:86])[CH3:85])[N:79]=[C:78]([CH3:77])[CH:82]=2)=[N:3][CH:4]=1. The yield is 0.534.